From a dataset of NCI-60 drug combinations with 297,098 pairs across 59 cell lines. Regression. Given two drug SMILES strings and cell line genomic features, predict the synergy score measuring deviation from expected non-interaction effect. (1) Drug 1: CC12CCC3C(C1CCC2=O)CC(=C)C4=CC(=O)C=CC34C. Drug 2: CN(CC1=CN=C2C(=N1)C(=NC(=N2)N)N)C3=CC=C(C=C3)C(=O)NC(CCC(=O)O)C(=O)O. Cell line: OVCAR-8. Synergy scores: CSS=39.7, Synergy_ZIP=-5.55, Synergy_Bliss=0.621, Synergy_Loewe=-5.63, Synergy_HSA=2.23. (2) Drug 1: COC1=CC(=CC(=C1O)OC)C2C3C(COC3=O)C(C4=CC5=C(C=C24)OCO5)OC6C(C(C7C(O6)COC(O7)C8=CC=CS8)O)O. Drug 2: CN(C)C1=NC(=NC(=N1)N(C)C)N(C)C. Cell line: SK-MEL-28. Synergy scores: CSS=7.56, Synergy_ZIP=-2.29, Synergy_Bliss=0.626, Synergy_Loewe=-28.6, Synergy_HSA=-3.33. (3) Drug 1: CNC(=O)C1=CC=CC=C1SC2=CC3=C(C=C2)C(=NN3)C=CC4=CC=CC=N4. Drug 2: COCCOC1=C(C=C2C(=C1)C(=NC=N2)NC3=CC=CC(=C3)C#C)OCCOC.Cl. Cell line: OVCAR3. Synergy scores: CSS=15.0, Synergy_ZIP=-2.89, Synergy_Bliss=1.95, Synergy_Loewe=-4.08, Synergy_HSA=-0.950. (4) Drug 1: CC1OCC2C(O1)C(C(C(O2)OC3C4COC(=O)C4C(C5=CC6=C(C=C35)OCO6)C7=CC(=C(C(=C7)OC)O)OC)O)O. Drug 2: CCC1(CC2CC(C3=C(CCN(C2)C1)C4=CC=CC=C4N3)(C5=C(C=C6C(=C5)C78CCN9C7C(C=CC9)(C(C(C8N6C=O)(C(=O)OC)O)OC(=O)C)CC)OC)C(=O)OC)O.OS(=O)(=O)O. Cell line: HS 578T. Synergy scores: CSS=53.6, Synergy_ZIP=-8.02, Synergy_Bliss=-0.103, Synergy_Loewe=-0.317, Synergy_HSA=0.351. (5) Drug 1: CCC(=C(C1=CC=CC=C1)C2=CC=C(C=C2)OCCN(C)C)C3=CC=CC=C3.C(C(=O)O)C(CC(=O)O)(C(=O)O)O. Drug 2: CC(C)(C#N)C1=CC(=CC(=C1)CN2C=NC=N2)C(C)(C)C#N. Cell line: RPMI-8226. Synergy scores: CSS=17.6, Synergy_ZIP=-5.34, Synergy_Bliss=0.00721, Synergy_Loewe=-0.254, Synergy_HSA=-0.0758. (6) Drug 1: CC1C(C(CC(O1)OC2CC(CC3=C2C(=C4C(=C3O)C(=O)C5=C(C4=O)C(=CC=C5)OC)O)(C(=O)CO)O)N)O.Cl. Drug 2: C1=NC2=C(N1)C(=S)N=C(N2)N. Cell line: K-562. Synergy scores: CSS=41.9, Synergy_ZIP=-3.92, Synergy_Bliss=-0.942, Synergy_Loewe=-0.343, Synergy_HSA=2.74.